The task is: Predict the reactants needed to synthesize the given product.. This data is from Full USPTO retrosynthesis dataset with 1.9M reactions from patents (1976-2016). (1) Given the product [F:30][C:31]1[N:32]=[CH:33][N:34]2[CH:38]=[C:37]([Sn:20]([CH2:25][CH2:26][CH2:27][CH3:28])([CH2:21][CH2:22][CH2:23][CH3:24])[CH2:16][CH2:17][CH2:18][CH3:19])[S:36][C:35]=12, predict the reactants needed to synthesize it. The reactants are: C[Si]([N-][Si](C)(C)C)(C)C.[Li+].C1COCC1.[CH2:16]([Sn:20](Cl)([CH2:25][CH2:26][CH2:27][CH3:28])[CH2:21][CH2:22][CH2:23][CH3:24])[CH2:17][CH2:18][CH3:19].[F:30][C:31]1[N:32]=[CH:33][N:34]2[CH:38]=[CH:37][S:36][C:35]=12.O. (2) Given the product [CH3:25][O:26][C:27]1[CH:28]=[C:29]([CH:34]=[CH:35][C:36]=1[N:37]1[CH:41]=[C:40]([CH3:42])[N:39]=[CH:38]1)[CH:30]=[O:31], predict the reactants needed to synthesize it. The reactants are: N1CCCC1.[H-].COCCO[Al+]OCCOC.[Na+].[H-].CC(C)([O-])C.[CH3:25][O:26][C:27]1[CH:28]=[C:29]([CH:34]=[CH:35][C:36]=1[N:37]1[CH:41]=[C:40]([CH3:42])[N:39]=[CH:38]1)[C:30](OC)=[O:31].[OH-].[Na+]. (3) Given the product [NH:15]1[C:16]2[C:21](=[CH:20][CH:19]=[CH:18][CH:17]=2)[C:13](/[CH:12]=[C:10]2\[O:11][C:7]3[C:6]([CH2:33][N:34]4[CH2:39][CH2:38][N:37]([C:40]([O:42][C:43]([CH3:46])([CH3:44])[CH3:45])=[O:41])[CH2:36][CH2:35]4)=[C:5]([O:4][CH2:3][CH2:2][OH:1])[CH:32]=[CH:31][C:8]=3[C:9]\2=[O:30])=[N:14]1, predict the reactants needed to synthesize it. The reactants are: [OH:1][CH2:2][CH2:3][O:4][C:5]1[CH:32]=[CH:31][C:8]2[C:9](=[O:30])/[C:10](=[CH:12]/[C:13]3[C:21]4[C:16](=[CH:17][CH:18]=[CH:19][CH:20]=4)[N:15](COCC[Si](C)(C)C)[N:14]=3)/[O:11][C:7]=2[C:6]=1[CH2:33][N:34]1[CH2:39][CH2:38][N:37]([C:40]([O:42][C:43]([CH3:46])([CH3:45])[CH3:44])=[O:41])[CH2:36][CH2:35]1.[F-].C([N+](CCCC)(CCCC)CCCC)CCC.O.